From a dataset of Full USPTO retrosynthesis dataset with 1.9M reactions from patents (1976-2016). Predict the reactants needed to synthesize the given product. (1) Given the product [CH3:9][C:10]1[C:15]([C:16]([O:18][CH3:1])=[O:17])=[CH:14][N:13]=[CH:12][CH:11]=1, predict the reactants needed to synthesize it. The reactants are: [C:1](=O)([O-])[O-].[K+].[K+].CI.[CH3:9][C:10]1[C:15]([C:16]([OH:18])=[O:17])=[CH:14][N:13]=[CH:12][CH:11]=1. (2) Given the product [CH2:1]([O:8][C:9]1[CH:14]=[CH:13][C:12]([Br:83])=[CH:11][C:10]=1[C:16]1([C:22]2([CH:30]=[CH:29][CH:28]=[CH:27][CH2:26]2)[C:23]([OH:25])=[O:24])[CH2:20][CH:19]=[C:18]([CH3:21])[NH:17]1)[C:2]1[CH:7]=[CH:6][CH:5]=[CH:4][CH:3]=1, predict the reactants needed to synthesize it. The reactants are: [CH2:1]([O:8][C:9]1[CH:14]=[CH:13][C:12](Cl)=[CH:11][C:10]=1[C:16]1([C:22]2([CH:30]=[CH:29][CH:28]=[CH:27][CH2:26]2)[C:23]([OH:25])=[O:24])[CH2:20][CH:19]=[C:18]([CH3:21])[NH:17]1)[C:2]1[CH:7]=[CH:6][CH:5]=[CH:4][CH:3]=1.COC(=O)C1C=CC=C(C2N(C3C=C(Cl)C=CC=3OCC3C=CC=CC=3)C(C)=CC=2)C=1.COC(=O)C1C=CC=C(C2N(C3C=C([Br:83])C=CC=3OCC3C=CC=CC=3)C(C)=CC=2)C=1.